This data is from Full USPTO retrosynthesis dataset with 1.9M reactions from patents (1976-2016). The task is: Predict the reactants needed to synthesize the given product. (1) Given the product [N:1]1[CH:6]=[CH:5][CH:4]=[C:3]([C:7]2[O:8][C:11]3[CH:12]=[C:13]([CH2:16][C:17]([O:19][CH3:20])=[O:18])[CH:14]=[CH:15][C:10]=3[N:9]=2)[CH:2]=1, predict the reactants needed to synthesize it. The reactants are: [N:1]1[CH:6]=[CH:5][CH:4]=[C:3]([CH:7]=[O:8])[CH:2]=1.[NH2:9][C:10]1[CH:15]=[CH:14][C:13]([CH2:16][C:17]([O:19][CH3:20])=[O:18])=[CH:12][C:11]=1O.C(O)(=O)C.C(O)(=O)C.IC1C=CC=CC=1. (2) Given the product [OH:1][CH2:2][CH2:3][NH:4][C:5]([C:7]1[C:11]([NH:12][C:13](=[O:21])[C:14]2[CH:19]=[CH:18][C:17]([CH3:20])=[N:16][CH:15]=2)=[CH:10][NH:9][N:8]=1)=[O:6], predict the reactants needed to synthesize it. The reactants are: [OH:1][CH2:2][CH2:3][NH:4][C:5]([C:7]1[C:11]([NH:12][C:13](=[O:21])[C:14]2[CH:19]=[CH:18][C:17]([CH3:20])=[N:16][CH:15]=2)=[CH:10][N:9](C2CCCCO2)[N:8]=1)=[O:6].O.C1(C)C=CC(S(O)(=O)=O)=CC=1.C(=O)([O-])O.[Na+]. (3) Given the product [C:8]1([N:14]2[C:19](=[O:20])[CH2:18][C:17]([C:24]3[CH:29]=[C:28]([F:30])[C:27]([F:31])=[CH:26][C:25]=3[F:32])=[N:15]2)[CH:13]=[CH:12][CH:11]=[CH:10][CH:9]=1, predict the reactants needed to synthesize it. The reactants are: C(=O)([O-])[O-].[K+].[K+].Cl.[C:8]1([NH:14][NH2:15])[CH:13]=[CH:12][CH:11]=[CH:10][CH:9]=1.O=[C:17]([C:24]1[CH:29]=[C:28]([F:30])[C:27]([F:31])=[CH:26][C:25]=1[F:32])[CH2:18][C:19](OCC)=[O:20]. (4) Given the product [C:4]([C:6]1[O:7][C:8]([CH2:11][N:12]2[CH:16]=[CH:15][C:14]([NH:17][C:18]([C:20]3[N:21]=[CH:22][O:23][C:24]=3[C:25]3[CH:30]=[CH:29][CH:28]=[CH:27][CH:26]=3)=[O:19])=[N:13]2)=[CH:9][N:10]=1)(=[O:3])[CH3:5], predict the reactants needed to synthesize it. The reactants are: N#N.[OH:3][CH:4]([C:6]1[O:7][C:8]([CH2:11][N:12]2[CH:16]=[CH:15][C:14]([NH:17][C:18]([C:20]3[N:21]=[CH:22][O:23][C:24]=3[C:25]3[CH:30]=[CH:29][CH:28]=[CH:27][CH:26]=3)=[O:19])=[N:13]2)=[CH:9][N:10]=1)[CH3:5].